This data is from Reaction yield outcomes from USPTO patents with 853,638 reactions. The task is: Predict the reaction yield, written as a fraction of the theoretical maximum amount of product (1.0 means a 100% yield; for example, 0.34 means a 34% yield). (1) The reactants are [CH2:1]([N:3](CC)CC)C.[CH3:8][O:9][C:10]1[CH:15]=[CH:14][N+:13]([O-])=[CH:12][CH:11]=1.C[Si](C#N)(C)C. The catalyst is C(#N)C. The product is [CH3:8][O:9][C:10]1[CH:15]=[CH:14][N:13]=[C:12]([C:1]#[N:3])[CH:11]=1. The yield is 0.180. (2) The reactants are [CH:1]([O:4][C:5]1[CH:10]=[CH:9][C:8]([N:11]2[C:16](=[O:17])[C:15]([CH2:18][C:19]3[CH:24]=[CH:23][C:22]([C:25]4[CH:30]=[CH:29][CH:28]=[CH:27][C:26]=4[C:31]4[NH:35][C:34](=[O:36])[O:33][N:32]=4)=[CH:21][CH:20]=3)=[C:14]([CH2:37][CH2:38][CH3:39])[N:13]=[C:12]2[CH3:40])=[CH:7][CH:6]=1)([CH3:3])[CH3:2].C(OC(C)C)(C)C.C(OCC)(=O)CCCCC.[K:58]. The catalyst is C(O)C. The product is [K:58].[CH:1]([O:4][C:5]1[CH:10]=[CH:9][C:8]([N:11]2[C:16](=[O:17])[C:15]([CH2:18][C:19]3[CH:24]=[CH:23][C:22]([C:25]4[CH:30]=[CH:29][CH:28]=[CH:27][C:26]=4[C:31]4[NH:35][C:34](=[O:36])[O:33][N:32]=4)=[CH:21][CH:20]=3)=[C:14]([CH2:37][CH2:38][CH3:39])[N:13]=[C:12]2[CH3:40])=[CH:7][CH:6]=1)([CH3:3])[CH3:2]. The yield is 0.560. (3) The yield is 0.760. The product is [NH2:9][CH2:8][C:7]1[CH:6]=[C:5]([CH:12]=[CH:11][CH:10]=1)[C:4]#[N:1]. The reactants are [N:1]([CH2:4][C:5]1[CH:6]=[C:7]([CH:10]=[CH:11][CH:12]=1)[C:8]#[N:9])=[N+]=[N-]. The catalyst is C(OCC)(=O)C.[Pd]. (4) The reactants are [Br:1][C:2]1[S:6][C:5]([S:7](Cl)(=[O:9])=[O:8])=[CH:4][CH:3]=1.[NH2:11][C@H:12]([CH2:17][OH:18])[C@H:13]([CH2:15][CH3:16])[CH3:14].C(N(CC)CC)C.CCOC(C)=O.CCCCCC. The catalyst is C(Cl)Cl. The product is [Br:1][C:2]1[S:6][C:5]([S:7]([NH:11][C@H:12]([CH2:17][OH:18])[C@@H:13]([CH3:14])[CH2:15][CH3:16])(=[O:9])=[O:8])=[CH:4][CH:3]=1. The yield is 0.705. (5) The reactants are [Cl:1][C:2]1[CH:7]=[C:6]([F:8])[CH:5]=[CH:4][C:3]=1[C@@H:9]([NH:23][S:24]([C:26]([CH3:29])([CH3:28])[CH3:27])=[O:25])[C:10]1[S:14][C:13]([NH:15]C(=O)OC(C)(C)C)=[N:12][CH:11]=1.C(O)(C(F)(F)F)=O. The catalyst is C(Cl)Cl. The product is [NH2:15][C:13]1[S:14][C:10]([C@H:9]([C:3]2[CH:4]=[CH:5][C:6]([F:8])=[CH:7][C:2]=2[Cl:1])[NH:23][S@@:24]([C:26]([CH3:29])([CH3:28])[CH3:27])=[O:25])=[CH:11][N:12]=1. The yield is 0.530. (6) The product is [CH3:23][O:24][C:25](=[O:38])[C@H:26]([NH:30][C:31]([O:33][C:34]([CH3:36])([CH3:35])[CH3:37])=[O:32])[CH2:27][C:28]#[C:29][C:18]1[CH:19]=[CH:20][C:15]([C:14]#[C:13][CH2:12][CH2:11][NH:10][C:9]([O:8][CH2:1][C:2]2[CH:7]=[CH:6][CH:5]=[CH:4][CH:3]=2)=[O:22])=[CH:16][CH:17]=1. The yield is 0.990. The catalyst is C1COCC1.C(N(CC)CC)C.[Cu]I.Cl[Pd](Cl)([P](C1C=CC=CC=1)(C1C=CC=CC=1)C1C=CC=CC=1)[P](C1C=CC=CC=1)(C1C=CC=CC=1)C1C=CC=CC=1. The reactants are [CH2:1]([O:8][C:9](=[O:22])[NH:10][CH2:11][CH2:12][C:13]#[C:14][C:15]1[CH:20]=[CH:19][C:18](I)=[CH:17][CH:16]=1)[C:2]1[CH:7]=[CH:6][CH:5]=[CH:4][CH:3]=1.[CH3:23][O:24][C:25](=[O:38])[C@H:26]([NH:30][C:31]([O:33][C:34]([CH3:37])([CH3:36])[CH3:35])=[O:32])[CH2:27][C:28]#[CH:29].COC(=O)C(NC(OC(C)(C)C)=O)CC#C.